Dataset: Catalyst prediction with 721,799 reactions and 888 catalyst types from USPTO. Task: Predict which catalyst facilitates the given reaction. (1) Reactant: [CH2:1]([C@@H:8]1[NH:13][CH2:12][CH2:11][N:10]([C:14]2[CH:19]=[CH:18][C:17]([O:20][CH3:21])=[C:16]([O:22][CH:23]3[CH2:27][CH2:26][CH2:25][CH2:24]3)[CH:15]=2)[CH2:9]1)[C:2]1[CH:7]=[CH:6][CH:5]=[CH:4][CH:3]=1.[C:28]([NH:35][CH2:36][C:37](O)=[O:38])([O:30][C:31]([CH3:34])([CH3:33])[CH3:32])=[O:29].C(N(C(C)C)CC)(C)C.F[P-](F)(F)(F)(F)F.N1(OC(N(C)C)=[N+](C)C)C2N=CC=CC=2N=N1. Product: [C:31]([O:30][C:28](=[O:29])[NH:35][CH2:36][C:37]([N:13]1[CH2:12][CH2:11][N:10]([C:14]2[CH:19]=[CH:18][C:17]([O:20][CH3:21])=[C:16]([O:22][CH:23]3[CH2:27][CH2:26][CH2:25][CH2:24]3)[CH:15]=2)[CH2:9][C@@H:8]1[CH2:1][C:2]1[CH:3]=[CH:4][CH:5]=[CH:6][CH:7]=1)=[O:38])([CH3:34])([CH3:32])[CH3:33]. The catalyst class is: 3. (2) Reactant: [F:1][C:2]1[CH:3]=[C:4]([N:14]2[CH2:18][C@H:17]([CH2:19]O)[O:16][C:15]2=[O:21])[CH:5]=[CH:6][C:7]=1[N:8]1[CH:12]=[C:11]([CH3:13])[N:10]=[N:9]1.[CH3:22][C:23]1[N:24]=[N:25][NH:26][N:27]=1.CO. Product: [F:1][C:2]1[CH:3]=[C:4]([N:14]2[CH2:18][C@H:17]([CH2:19][N:25]3[N:26]=[N:27][C:23]([CH3:22])=[N:24]3)[O:16][C:15]2=[O:21])[CH:5]=[CH:6][C:7]=1[N:8]1[CH:12]=[C:11]([CH3:13])[N:10]=[N:9]1. The catalyst class is: 4. (3) Reactant: [CH3:1][S:2]([O:5]S(C)(=O)=O)(=O)=[O:3].[NH2:10][CH2:11][CH2:12][O:13][C:14]1[CH:23]=[CH:22][C:21]2[N:20]=[C:19]([NH2:24])[C:18]3[N:25]=[C:26]([CH2:31][O:32][CH2:33][CH3:34])[N:27]([CH2:28][CH2:29][CH3:30])[C:17]=3[C:16]=2[CH:15]=1.[OH-].[Na+]. Product: [NH2:24][C:19]1[C:18]2[N:25]=[C:26]([CH2:31][O:32][CH2:33][CH3:34])[N:27]([CH2:28][CH2:29][CH3:30])[C:17]=2[C:16]2[CH:15]=[C:14]([O:13][CH2:12][CH2:11][NH:10][S:2]([CH3:1])(=[O:5])=[O:3])[CH:23]=[CH:22][C:21]=2[N:20]=1. The catalyst class is: 4. (4) Reactant: [CH2:1]([O:8][C:9]1[CH:17]=[C:16]2[C:12]([CH:13]=[N:14][NH:15]2)=[CH:11][C:10]=1[N+:18]([O-])=O)[C:2]1[CH:7]=[CH:6][CH:5]=[CH:4][CH:3]=1.C(Cl)Cl.[Sn](Cl)Cl. Product: [CH2:1]([O:8][C:9]1[CH:17]=[C:16]2[C:12]([CH:13]=[N:14][NH:15]2)=[CH:11][C:10]=1[NH2:18])[C:2]1[CH:3]=[CH:4][CH:5]=[CH:6][CH:7]=1. The catalyst class is: 5. (5) Reactant: [C:1]([O:5][C:6]([NH:8][C:9]1[S:13][C:12]([C:14]([O:16][CH3:17])=[O:15])=[CH:11][C:10]=1[N+:18]([O-])=O)=[O:7])([CH3:4])([CH3:3])[CH3:2].[H][H]. Product: [NH2:18][C:10]1[CH:11]=[C:12]([C:14]([O:16][CH3:17])=[O:15])[S:13][C:9]=1[NH:8][C:6]([O:5][C:1]([CH3:2])([CH3:3])[CH3:4])=[O:7]. The catalyst class is: 43. (6) Reactant: Cl[C:2]1[N:10]=[CH:9][N:8]=[C:7]2[C:3]=1[N:4]=[C:5]([C:12]1[CH:13]=[N:14][N:15]([CH3:17])[CH:16]=1)[N:6]2[CH3:11].[Cl:18][C:19]1[CH:20]=[CH:21][C:22]([O:34][CH3:35])=[C:23]([S:25]([N:28]2[CH2:33][CH2:32][NH:31][CH2:30][CH2:29]2)(=[O:27])=[O:26])[CH:24]=1. Product: [Cl:18][C:19]1[CH:20]=[CH:21][C:22]([O:34][CH3:35])=[C:23]([S:25]([N:28]2[CH2:29][CH2:30][N:31]([C:2]3[N:10]=[CH:9][N:8]=[C:7]4[C:3]=3[N:4]=[C:5]([C:12]3[CH:13]=[N:14][N:15]([CH3:17])[CH:16]=3)[N:6]4[CH3:11])[CH2:32][CH2:33]2)(=[O:26])=[O:27])[CH:24]=1. The catalyst class is: 32. (7) Reactant: I[C:2]1[C:10]2[C:9]([NH:11][CH:12]3[CH2:17][CH2:16][O:15][CH2:14][CH2:13]3)=[N:8][CH:7]=[N:6][C:5]=2[N:4]([C:18]2[CH:19]=[C:20]([CH3:24])[CH:21]=[CH:22][CH:23]=2)[CH:3]=1.[CH:25]#[C:26][CH2:27][CH2:28][CH3:29]. Product: [C:25]([C:2]1[C:10]2[C:9]([NH:11][CH:12]3[CH2:17][CH2:16][O:15][CH2:14][CH2:13]3)=[N:8][CH:7]=[N:6][C:5]=2[N:4]([C:18]2[CH:19]=[C:20]([CH3:24])[CH:21]=[CH:22][CH:23]=2)[CH:3]=1)#[C:26][CH2:27][CH2:28][CH3:29]. The catalyst class is: 778.